This data is from Full USPTO retrosynthesis dataset with 1.9M reactions from patents (1976-2016). The task is: Predict the reactants needed to synthesize the given product. (1) Given the product [C:1](=[O:26])([O:3][C@@H:4]([C:19]1[S:20][CH:21]=[C:22]([CH3:24])[N:23]=1)[CH:5]([C:15]([CH3:18])([CH3:17])[CH3:16])[C:6]1[C:14]2[C:9](=[CH:10][CH:11]=[CH:12][CH:13]=2)[NH:8][CH:7]=1)[NH2:2], predict the reactants needed to synthesize it. The reactants are: [C:1](=[O:26])([O:3][C@@H:4]([C:19]1[S:20][CH2:21][C:22](O)([CH3:24])[N:23]=1)[CH:5]([C:15]([CH3:18])([CH3:17])[CH3:16])[C:6]1[C:14]2[C:9](=[CH:10][CH:11]=[CH:12][CH:13]=2)[NH:8][CH:7]=1)[NH2:2].S([O-])([O-])(=O)=O.[Na+].[Na+]. (2) Given the product [CH:36]([O:35][C:33]1[CH:32]=[C:29]([CH:28]=[C:27]([O:26][CH:23]([CH3:25])[CH3:24])[CH:34]=1)[CH2:30][N:2]1[CH2:3][CH2:4][CH:5]([NH:8][C:9]2[O:10][C:11]3[CH:17]=[CH:16][C:15]([O:18][S:19]([CH3:22])(=[O:20])=[O:21])=[CH:14][C:12]=3[N:13]=2)[CH2:6][CH2:7]1)([CH3:37])[CH3:38], predict the reactants needed to synthesize it. The reactants are: Cl.[NH:2]1[CH2:7][CH2:6][CH:5]([NH:8][C:9]2[O:10][C:11]3[CH:17]=[CH:16][C:15]([O:18][S:19]([CH3:22])(=[O:21])=[O:20])=[CH:14][C:12]=3[N:13]=2)[CH2:4][CH2:3]1.[CH:23]([O:26][C:27]1[CH:28]=[C:29]([CH:32]=[C:33]([O:35][CH:36]([CH3:38])[CH3:37])[CH:34]=1)[CH:30]=O)([CH3:25])[CH3:24].OC1C=C(C=C(O)C=1)C=O.IC(C)C.C([O-])([O-])=O.[K+].[K+].C([BH3-])#N.[Na+].C(N(C(C)C)C(C)C)C. (3) Given the product [CH2:1]([O:3][C:4](=[O:29])[CH2:5][CH2:6][CH2:7][CH2:8][CH2:9][O:10][CH2:11][CH2:12][O:13][CH2:14][CH2:15][O:16][CH2:17][CH2:18][O:19][CH2:20][CH2:21][O:22][CH2:23][CH2:24][O:25][CH2:26][CH2:27][S:38]([CH3:37])(=[O:40])=[O:39])[CH3:2], predict the reactants needed to synthesize it. The reactants are: [CH2:1]([O:3][C:4](=[O:29])[CH2:5][CH2:6][CH2:7][CH2:8][CH2:9][O:10][CH2:11][CH2:12][O:13][CH2:14][CH2:15][O:16][CH2:17][CH2:18][O:19][CH2:20][CH2:21][O:22][CH2:23][CH2:24][O:25][CH2:26][CH2:27]O)[CH3:2].C(N(CC)CC)C.[CH3:37][S:38](Cl)(=[O:40])=[O:39]. (4) Given the product [NH2:1][C@H:2]([C:42]1[CH:43]=[CH:44][C:45]([O:46][CH2:47][C:48]([OH:50])=[O:49])=[CH:53][CH:54]=1)[CH2:3][N:4]1[C:9](=[O:10])[C:8]2[C:11]3([O:27][CH2:28][C:7]=2[N:6]([CH2:29][C:30]2[C:35]([C:36]([F:37])([F:38])[F:39])=[CH:34][CH:33]=[CH:32][C:31]=2[F:40])[C:5]1=[O:41])[CH2:12][CH2:13][N:14]([CH2:17][C:18]1[O:19][C:20]([C:23]([F:25])([F:24])[F:26])=[CH:21][CH:22]=1)[CH2:15][CH2:16]3, predict the reactants needed to synthesize it. The reactants are: [NH2:1][C@H:2]([C:42]1[CH:54]=[CH:53][C:45]([O:46][CH2:47][C:48]([O:50]CC)=[O:49])=[CH:44][CH:43]=1)[CH2:3][N:4]1[C:9](=[O:10])[C:8]2[C:11]3([O:27][CH2:28][C:7]=2[N:6]([CH2:29][C:30]2[C:35]([C:36]([F:39])([F:38])[F:37])=[CH:34][CH:33]=[CH:32][C:31]=2[F:40])[C:5]1=[O:41])[CH2:16][CH2:15][N:14]([CH2:17][C:18]1[O:19][C:20]([C:23]([F:26])([F:25])[F:24])=[CH:21][CH:22]=1)[CH2:13][CH2:12]3.[OH-].[Na+].Cl.